Dataset: Peptide-MHC class II binding affinity with 134,281 pairs from IEDB. Task: Regression. Given a peptide amino acid sequence and an MHC pseudo amino acid sequence, predict their binding affinity value. This is MHC class II binding data. The peptide sequence is SLHIYWGKEDDYG. The MHC is HLA-DPA10201-DPB10101 with pseudo-sequence HLA-DPA10201-DPB10101. The binding affinity (normalized) is 0.166.